Dataset: Forward reaction prediction with 1.9M reactions from USPTO patents (1976-2016). Task: Predict the product of the given reaction. (1) Given the reactants [C:1]([O:5][C:6]([NH:8][C@@H:9]([CH2:13][C@@H:14]([O:16][CH2:17][CH3:18])[CH3:15])[C:10]([OH:12])=O)=[O:7])([CH3:4])([CH3:3])[CH3:2].Cl.[OH:20][C@@H:21]([CH2:51]O)[CH2:22][N:23]1[CH:27]=[CH:26][C:25]([NH:28]C(=O)[C@@H](N2CC(OC3C=CC=C(Cl)C=3Cl)=CC2=O)CC(C)C)=[N:24]1.F[P-](F)(F)(F)(F)F.N1(O[P+](N(C)C)(N(C)C)N(C)C)C2C=CC=C[C:63]=2N=N1.C(N(CC)C(C)C)(C)C, predict the reaction product. The product is: [C:1]([O:5][C:6](=[O:7])[NH:8][C@H:9]([C:10](=[O:12])[NH:28][C:25]1[CH:26]=[CH:27][N:23]([CH2:22][C:21]([OH:20])([CH3:51])[CH3:63])[N:24]=1)[CH2:13][C@@H:14]([O:16][CH2:17][CH3:18])[CH3:15])([CH3:2])([CH3:3])[CH3:4]. (2) The product is: [CH:1]1([C:6]([N:8]2[CH2:13][CH:12]([C:14]3[CH:19]=[CH:18][C:17]([CH2:20][CH3:21])=[CH:16][CH:15]=3)[CH2:11][CH:10]([C:22]3[O:33][N:32]=[C:26]([C:27]([O:29][CH2:30][CH3:31])=[O:28])[N:25]=3)[CH2:9]2)=[O:7])[CH2:2][CH2:3][CH2:4][CH2:5]1. Given the reactants [CH:1]1([C:6]([N:8]2[CH2:13][CH:12]([C:14]3[CH:19]=[CH:18][C:17]([CH2:20][CH3:21])=[CH:16][CH:15]=3)[CH2:11][CH:10]([C:22](O)=O)[CH2:9]2)=[O:7])[CH2:5][CH2:4][CH2:3][CH2:2]1.[NH2:25][C:26](=[N:32][OH:33])[C:27]([O:29][CH2:30][CH3:31])=[O:28], predict the reaction product. (3) Given the reactants [C:1]([C:4]1[CH:9]=[CH:8][C:7]([NH:10][C:11]2[N:15]([CH2:16][CH2:17][CH:18]=O)[C:14]3[CH:20]=[C:21]([C:24]([N:26]([CH2:32][CH2:33][CH:34]([CH3:36])[CH3:35])[CH2:27][CH2:28][CH:29]([CH3:31])[CH3:30])=[O:25])[CH:22]=[CH:23][C:13]=3[N:12]=2)=[CH:6][CH:5]=1)(=[O:3])[CH3:2].[NH2:37][CH2:38][CH:39]1[CH2:44][CH2:43][CH2:42][CH2:41][CH2:40]1.C(O[BH-](OC(=O)C)OC(=O)C)(=O)C.[Na+].C(=O)([O-])O.[Na+].[Cl:64]CCl, predict the reaction product. The product is: [ClH:64].[ClH:64].[C:1]([C:4]1[CH:9]=[CH:8][C:7]([NH:10][C:11]2[N:15]([CH2:16][CH2:17][CH2:18][NH:37][CH2:38][CH:39]3[CH2:44][CH2:43][CH2:42][CH2:41][CH2:40]3)[C:14]3[CH:20]=[C:21]([C:24]([N:26]([CH2:32][CH2:33][CH:34]([CH3:35])[CH3:36])[CH2:27][CH2:28][CH:29]([CH3:30])[CH3:31])=[O:25])[CH:22]=[CH:23][C:13]=3[N:12]=2)=[CH:6][CH:5]=1)(=[O:3])[CH3:2]. (4) Given the reactants NC1C=CC(O)=CC=1[N+]([O-])=O.[CH3:12][C:13]([Si:16]([C:35]1[CH:40]=[CH:39][CH:38]=[CH:37][CH:36]=1)([C:29]1[CH:34]=[CH:33][CH:32]=[CH:31][CH:30]=1)[O:17][C:18]1[C:26](OC)=[CH:25][C:21]2[NH:22][CH:23]=[N:24][C:20]=2[CH:19]=1)([CH3:15])[CH3:14], predict the reaction product. The product is: [CH3:15][C:13]([Si:16]([C:29]1[CH:34]=[CH:33][CH:32]=[CH:31][CH:30]=1)([C:35]1[CH:36]=[CH:37][CH:38]=[CH:39][CH:40]=1)[O:17][C:18]1[CH:26]=[CH:25][C:21]2[NH:22][CH:23]=[N:24][C:20]=2[CH:19]=1)([CH3:12])[CH3:14]. (5) Given the reactants [CH2:1](O)[C@H:2]1[O:7][C@H:6]([O:8][C@:9]2(CO)O[C@H](CO)[C@@H](O)[C@@H]2O)[C@H:5](O)[C@@H:4](O)[C@@H:3]1O.[C:24]([O-])(=O)[CH2:25][CH2:26][CH2:27][CH2:28][CH2:29][CH2:30][CH2:31][CH2:32][CH2:33][CH2:34][CH2:35][CH2:36][CH2:37][CH2:38][CH2:39]CC.[Na+].OO, predict the reaction product. The product is: [C:6]([O:8][CH3:9])(=[O:7])[CH2:5][CH2:4][CH2:3][CH2:2][CH2:1][CH2:24][CH2:25][CH2:26][CH2:27][CH2:28][CH2:29]/[CH:30]=[CH:31]\[CH2:32][CH2:33][CH2:34][CH2:35][CH2:36][CH2:37][CH2:38][CH3:39]. (6) Given the reactants [CH3:1][C:2]1([CH3:8])[CH2:6][O:5][C:4](=[O:7])[NH:3]1.[Cl:9][O-:10].Cl[O-].[Ca+2:13].Cl[O-], predict the reaction product. The product is: [Cl:9][N:3]1[C:2]([CH3:8])([CH3:1])[CH2:6][O:5][C:4]1=[O:7].[Cl:9][O-:10].[Ca+2:13].[Cl:9][O-:10].[Cl:9][O-:10]. (7) The product is: [Cl:1][C:2]1[CH:3]=[C:4]([N:10]2[C:14]([CH3:15])=[C:13]([O:16][C:17]3[CH:25]=[CH:24][C:20]([C:21]([NH:27][CH2:28][C:29]([OH:31])([CH3:32])[CH3:30])=[O:22])=[CH:19][CH:18]=3)[C:12]([CH3:26])=[N:11]2)[CH:5]=[CH:6][C:7]=1[C:8]#[N:9]. Given the reactants [Cl:1][C:2]1[CH:3]=[C:4]([N:10]2[C:14]([CH3:15])=[C:13]([O:16][C:17]3[CH:25]=[CH:24][C:20]([C:21](O)=[O:22])=[CH:19][CH:18]=3)[C:12]([CH3:26])=[N:11]2)[CH:5]=[CH:6][C:7]=1[C:8]#[N:9].[NH2:27][CH2:28][C:29]([CH3:32])([OH:31])[CH3:30], predict the reaction product. (8) Given the reactants [C:1]1([CH3:11])[CH:6]=[CH:5][C:4]([S:7](Cl)(=[O:9])=[O:8])=[CH:3][CH:2]=1.[NH2:12][C:13]1[C:14]2[C:21]([C:22]3[CH:27]=[CH:26][CH:25]=[C:24]([O:28][CH2:29][C:30]45[O:36][C:33]([CH3:37])([CH2:34][CH2:35]4)[CH2:32][CH2:31]5)[CH:23]=3)=[CH:20][N:19]([C@@H:38]3[CH2:41][C@H:40]([CH2:42][OH:43])[CH2:39]3)[C:15]=2[N:16]=[CH:17][N:18]=1, predict the reaction product. The product is: [NH2:12][C:13]1[C:14]2[C:21]([C:22]3[CH:27]=[CH:26][CH:25]=[C:24]([O:28][CH2:29][C:30]45[O:36][C:33]([CH3:37])([CH2:32][CH2:31]4)[CH2:34][CH2:35]5)[CH:23]=3)=[CH:20][N:19]([C@@H:38]3[CH2:39][C@H:40]([CH2:42][O:43][S:7]([C:4]4[CH:5]=[CH:6][C:1]([CH3:11])=[CH:2][CH:3]=4)(=[O:9])=[O:8])[CH2:41]3)[C:15]=2[N:16]=[CH:17][N:18]=1. (9) Given the reactants [CH3:1][C:2]1[C:7]([O:8][CH2:9][C:10]2[CH:15]=[CH:14][CH:13]=[CH:12][CH:11]=2)=[CH:6][CH:5]=[C:4](I)[N:3]=1.[C:17]([O:21][C:22]([CH3:25])([CH3:24])[CH3:23])(=[O:20])[CH:18]=[CH2:19].C(=O)(O)[O-].[Na+], predict the reaction product. The product is: [CH2:9]([O:8][C:7]1[CH:6]=[CH:5][C:4](/[CH:19]=[CH:18]/[C:17]([O:21][C:22]([CH3:25])([CH3:24])[CH3:23])=[O:20])=[N:3][C:2]=1[CH3:1])[C:10]1[CH:15]=[CH:14][CH:13]=[CH:12][CH:11]=1. (10) Given the reactants [OH:1][C:2]1[CH:3]=[C:4]([CH:7]=[CH:8][CH:9]=1)[CH:5]=[O:6].Br[CH2:11][C:12]([O:14][C:15]([CH3:18])([CH3:17])[CH3:16])=[O:13].C(=O)([O-])[O-].[K+].[K+], predict the reaction product. The product is: [CH:5]([C:4]1[CH:3]=[C:2]([CH:9]=[CH:8][CH:7]=1)[O:1][CH2:11][C:12]([O:14][C:15]([CH3:18])([CH3:17])[CH3:16])=[O:13])=[O:6].